This data is from Forward reaction prediction with 1.9M reactions from USPTO patents (1976-2016). The task is: Predict the product of the given reaction. (1) Given the reactants [NH2:1][C:2]1[N:11]2[N:12]=[C:13]([CH2:15][C:16]([OH:18])=O)[N:14]=[C:10]2[C:9]2[CH:8]=[CH:7][CH:6]=[C:5]([O:19][CH3:20])[C:4]=2[N:3]=1.Cl.Cl.[N:23]1[CH:28]=[CH:27][CH:26]=[C:25]2[CH2:29][NH:30][CH2:31][C:24]=12.CCN(C(C)C)C(C)C.CCCP1(OP(CCC)(=O)OP(CCC)(=O)O1)=O, predict the reaction product. The product is: [NH2:1][C:2]1[N:11]2[N:12]=[C:13]([CH2:15][C:16]([N:30]3[CH2:29][C:25]4[C:24](=[N:23][CH:28]=[CH:27][CH:26]=4)[CH2:31]3)=[O:18])[N:14]=[C:10]2[C:9]2[CH:8]=[CH:7][CH:6]=[C:5]([O:19][CH3:20])[C:4]=2[N:3]=1. (2) Given the reactants [F:1][C:2]1[CH:10]=[CH:9][C:5]([C:6](Cl)=[O:7])=[CH:4][CH:3]=1.C=[O:12].[CH2:13]([Cl:15])Cl, predict the reaction product. The product is: [F:1][C:2]1[CH:10]=[CH:9][C:5]([C:6]([O:12][CH2:13][Cl:15])=[O:7])=[CH:4][CH:3]=1. (3) Given the reactants [CH:1]1([N:6]2[C:10]3[N:11]=[C:12]([NH:15][C:16]4[CH:24]=[CH:23][C:19]([C:20]([OH:22])=O)=[CH:18][N:17]=4)[N:13]=[CH:14][C:9]=3[CH:8]=[C:7]2[C:25](=[O:29])[N:26]([CH3:28])[CH3:27])[CH2:5][CH2:4][CH2:3][CH2:2]1.[C:30]([O:34][C:35]([N:37]1[CH:42]2[CH2:43][CH2:44][CH:38]1[CH2:39][NH:40][CH2:41]2)=[O:36])([CH3:33])([CH3:32])[CH3:31], predict the reaction product. The product is: [C:30]([O:34][C:35]([N:37]1[CH:38]2[CH2:44][CH2:43][CH:42]1[CH2:41][N:40]([C:20]([C:19]1[CH:18]=[N:17][C:16]([NH:15][C:12]3[N:13]=[CH:14][C:9]4[CH:8]=[C:7]([C:25](=[O:29])[N:26]([CH3:27])[CH3:28])[N:6]([CH:1]5[CH2:5][CH2:4][CH2:3][CH2:2]5)[C:10]=4[N:11]=3)=[CH:24][CH:23]=1)=[O:22])[CH2:39]2)=[O:36])([CH3:33])([CH3:31])[CH3:32].